From a dataset of CYP2C9 inhibition data for predicting drug metabolism from PubChem BioAssay. Regression/Classification. Given a drug SMILES string, predict its absorption, distribution, metabolism, or excretion properties. Task type varies by dataset: regression for continuous measurements (e.g., permeability, clearance, half-life) or binary classification for categorical outcomes (e.g., BBB penetration, CYP inhibition). Dataset: cyp2c9_veith. (1) The drug is O=S(=O)(c1ccccc1)N1CCCC1c1nc2ccccc2s1. The result is 1 (inhibitor). (2) The compound is COc1cccc(C(=O)NC2CC3CCCC(C2)N3CC(=O)Nc2ccccc2)c1.Cl. The result is 1 (inhibitor). (3) The compound is Cc1ccc(OCc2nnc(SCC(=O)O)n2N)cc1. The result is 0 (non-inhibitor).